This data is from Catalyst prediction with 721,799 reactions and 888 catalyst types from USPTO. The task is: Predict which catalyst facilitates the given reaction. Reactant: [F:1][B-:2]([F:5])([F:4])[F:3].F[B-](F)(F)F.[CH3:11][C:12]1[CH:17]=[CH:16][C:15]([C:18]2[CH:23]=[C:22]([C:24]3[CH:29]=[CH:28][NH2+:27][CH2:26][CH:25]=3)[CH:21]=[C:20]([C:30]3[CH:35]=[CH:34][C:33]([CH3:36])=[CH:32][CH:31]=3)[O+]=2)=[CH:14][CH:13]=1.[NH2:37][C:38]1[CH:43]=[CH:42][C:41]([NH2:44])=[CH:40][CH:39]=1.C([O-])(=O)C.[Na+]. Product: [F:1][B-:2]([F:5])([F:4])[F:3].[NH2:37][C:38]1[CH:43]=[CH:42][C:41]([N+:44]2[C:18]([C:15]3[CH:16]=[CH:17][C:12]([CH3:11])=[CH:13][CH:14]=3)=[CH:23][C:22]([C:24]3[CH:29]=[CH:28][N:27]=[CH:26][CH:25]=3)=[CH:21][C:20]=2[C:30]2[CH:35]=[CH:34][C:33]([CH3:36])=[CH:32][CH:31]=2)=[CH:40][CH:39]=1. The catalyst class is: 41.